Dataset: NCI-60 drug combinations with 297,098 pairs across 59 cell lines. Task: Regression. Given two drug SMILES strings and cell line genomic features, predict the synergy score measuring deviation from expected non-interaction effect. Drug 1: CC1=C2C(C(=O)C3(C(CC4C(C3C(C(C2(C)C)(CC1OC(=O)C(C(C5=CC=CC=C5)NC(=O)C6=CC=CC=C6)O)O)OC(=O)C7=CC=CC=C7)(CO4)OC(=O)C)O)C)OC(=O)C. Drug 2: N.N.Cl[Pt+2]Cl. Cell line: OVCAR-4. Synergy scores: CSS=32.1, Synergy_ZIP=-5.82, Synergy_Bliss=-5.24, Synergy_Loewe=-17.2, Synergy_HSA=-3.86.